Dataset: Catalyst prediction with 721,799 reactions and 888 catalyst types from USPTO. Task: Predict which catalyst facilitates the given reaction. (1) Reactant: [N+:1]([C:4]1[CH:5]=[C:6]2[C:11](=[CH:12][CH:13]=1)[O:10][C@@H:9]([CH2:14][NH:15][CH2:16][C@@H:17]([C:19]1[CH:20]=[N:21][CH:22]=[CH:23][CH:24]=1)[OH:18])[CH2:8][CH2:7]2)([O-:3])=[O:2].[C:25]([O:29][C:30](O[C:30]([O:29][C:25]([CH3:28])([CH3:27])[CH3:26])=[O:31])=[O:31])([CH3:28])([CH3:27])[CH3:26]. Product: [OH:18][C@H:17]([C:19]1[CH:20]=[N:21][CH:22]=[CH:23][CH:24]=1)[CH2:16][N:15]([CH2:14][C@H:9]1[CH2:8][CH2:7][C:6]2[C:11](=[CH:12][CH:13]=[C:4]([N+:1]([O-:3])=[O:2])[CH:5]=2)[O:10]1)[C:30](=[O:31])[O:29][C:25]([CH3:28])([CH3:27])[CH3:26]. The catalyst class is: 1. (2) Reactant: [Cl:1][C:2]1[CH:7]=[CH:6][C:5]([C:8]2[C:13](=[O:14])[C:12]3[CH:15]=[CH:16][C:17]4[N:18]=C(C)[O:20][C:21]=4[C:11]=3[O:10][C:9]=2[CH:23]([CH3:25])[CH3:24])=[CH:4][CH:3]=1.Cl. Product: [NH2:18][C:17]1[C:21]([OH:20])=[C:11]2[C:12]([C:13](=[O:14])[C:8]([C:5]3[CH:4]=[CH:3][C:2]([Cl:1])=[CH:7][CH:6]=3)=[C:9]([CH:23]([CH3:24])[CH3:25])[O:10]2)=[CH:15][CH:16]=1. The catalyst class is: 5. (3) Reactant: [NH:1]1[CH2:6][CH2:5][C:4]2([CH2:15][C:14](=[O:16])[C:13]3[C:8](=[CH:9][CH:10]=[CH:11][CH:12]=3)[O:7]2)[CH2:3][CH2:2]1.[CH:17]([O:20][C:21]1[CH:29]=[CH:28][C:24]([C:25](O)=[O:26])=[CH:23][C:22]=1[O:30][CH3:31])([CH3:19])[CH3:18].CCN(CC)CC.CCN=C=NCCCN(C)C. Product: [CH:17]([O:20][C:21]1[CH:29]=[CH:28][C:24]([C:25]([N:1]2[CH2:6][CH2:5][C:4]3([CH2:15][C:14](=[O:16])[C:13]4[C:8](=[CH:9][CH:10]=[CH:11][CH:12]=4)[O:7]3)[CH2:3][CH2:2]2)=[O:26])=[CH:23][C:22]=1[O:30][CH3:31])([CH3:19])[CH3:18]. The catalyst class is: 2. (4) Reactant: [CH3:1][O:2][C:3]1C=C2C(C(C)C(=O)[N:9]2C)=C[C:4]=1C=O.Cl.Cl.C1([C@H:25]2[C@@H:30](N)CCCN2)C=CC=CC=1.C(N(CC)CC)C.[OH2:39]. Product: [CH3:4][CH2:3][O:2][C:30]([CH3:25])=[O:39].[CH3:1][OH:2].[NH4+:9].[OH-:2]. The catalyst class is: 224. (5) Reactant: [CH3:1][O:2][C:3]([C:5]1[N:6]=[C:7]([C:37]([F:40])([F:39])[F:38])[N:8]2[CH2:13][CH2:12][N:11]([C:14](=[O:35])[CH2:15][CH:16]([NH:27]C(OC(C)(C)C)=O)[CH2:17][C:18]3[CH:23]=[C:22]([F:24])[C:21]([F:25])=[CH:20][C:19]=3[F:26])[C@H:10]([CH3:36])[C:9]=12)=[O:4].[ClH:41]. Product: [ClH:41].[CH3:1][O:2][C:3]([C:5]1[N:6]=[C:7]([C:37]([F:40])([F:38])[F:39])[N:8]2[CH2:13][CH2:12][N:11]([C:14](=[O:35])[CH2:15][CH:16]([NH2:27])[CH2:17][C:18]3[CH:23]=[C:22]([F:24])[C:21]([F:25])=[CH:20][C:19]=3[F:26])[C@H:10]([CH3:36])[C:9]=12)=[O:4]. The catalyst class is: 13. (6) Reactant: [C:1]([C:4]1[CH:9]=[CH:8][CH:7]=[CH:6][CH:5]=1)(=[O:3])[CH3:2].[CH3:10][N:11]([CH:13]=O)[CH3:12]. Product: [CH3:10][N:11]([CH3:13])/[CH:12]=[CH:2]/[C:1]([C:4]1[CH:9]=[CH:8][CH:7]=[CH:6][CH:5]=1)=[O:3]. The catalyst class is: 44.